From a dataset of Reaction yield outcomes from USPTO patents with 853,638 reactions. Predict the reaction yield, written as a fraction of the theoretical maximum amount of product (1.0 means a 100% yield; for example, 0.34 means a 34% yield). The reactants are Cl[CH2:2][C:3]1[CH:12]=[CH:11][C:10]2[C:5](=[CH:6][CH:7]=[CH:8][CH:9]=2)[N:4]=1.[CH3:13][O:14][C:15](=[O:23])[C:16]1[CH:21]=[CH:20][C:19]([OH:22])=[CH:18][CH:17]=1.C(=O)([O-])[O-].[K+].[K+].[OH-].[Na+]. The catalyst is CC(C)=O.C(OCC)(=O)C. The product is [CH3:13][O:14][C:15](=[O:23])[C:16]1[CH:21]=[CH:20][C:19]([O:22][CH2:2][C:3]2[CH:12]=[CH:11][C:10]3[C:5](=[CH:6][CH:7]=[CH:8][CH:9]=3)[N:4]=2)=[CH:18][CH:17]=1. The yield is 0.610.